From a dataset of Full USPTO retrosynthesis dataset with 1.9M reactions from patents (1976-2016). Predict the reactants needed to synthesize the given product. Given the product [CH2:1]([O:8][C:9]1[CH:10]=[C:11]([CH2:15][CH2:16][CH2:17][CH2:18][CH2:19][CH2:20][CH2:21][S:22]([F:27])(=[O:24])=[O:23])[CH:12]=[CH:13][CH:14]=1)[C:2]1[CH:7]=[CH:6][CH:5]=[CH:4][CH:3]=1, predict the reactants needed to synthesize it. The reactants are: [CH2:1]([O:8][C:9]1[CH:10]=[C:11]([CH2:15][CH2:16][CH2:17][CH2:18][CH2:19][CH2:20][CH2:21][S:22](Cl)(=[O:24])=[O:23])[CH:12]=[CH:13][CH:14]=1)[C:2]1[CH:7]=[CH:6][CH:5]=[CH:4][CH:3]=1.[NH4+].[F-:27].